From a dataset of Experimentally validated miRNA-target interactions with 360,000+ pairs, plus equal number of negative samples. Binary Classification. Given a miRNA mature sequence and a target amino acid sequence, predict their likelihood of interaction. (1) The miRNA is bta-miR-378 with sequence ACUGGACUUGGAGUCAGAAGGC. The protein sequence of the target gene is MSHQTGIQASEDVKEIFARARNGKYRLLKISIENEQLVIGSYSQPSDSWDKDYDSFVLPLLEDKQPCYILFRLDSQNAQGYEWIFIAWSPDHSHVRQKMLYAATRATLKKEFGGGHIKDEVFGTVKEDVSLHGYKKYLLSQSSPAPLTAAEEELRQIKINEVQTDVGVDTKHQTLQGVAFPISREAFQALEKLNNRQLNYVQLEIDIKNEIIILANTTNTELKDLPKRIPKDSARYHFFLYKHSHEGDYLESIVFIYSMPGYTCSIRERMLYSSCKSRLLEIVERQLQMDVIRKIEIDNG.... Result: 0 (no interaction). (2) The miRNA is hsa-miR-4666b with sequence UUGCAUGUCAGAUUGUAAUUCCC. The protein sequence of the target gene is MNLDGSAQDPEKREYSSVCVGREDDIKKSERMTAVVHDREVVIFYHKGEYHAMDIRCYHSGGPLHLGDIEDFDGRPCIVCPWHKYKITLATGEGLYQSINPKDPSAKPKWCSKGIKQRIHTVTVDNGNIYVTLSNEPFKCDSDFYATGDFKVIKSSS. Result: 0 (no interaction). (3) The miRNA is mmu-miR-495-3p with sequence AAACAAACAUGGUGCACUUCUU. The protein sequence of the target gene is MSVNSEKSSSSERPEPQQKAPLVPPPPPPPPPPPLPDPAPPEPEEEILGSDDEEQEDPADYCKGGYHPVKIGDLFNGRYHVIRKLGWGHFSTVWLCWDMQGKRFVAMKVVKSAQHYTETALDEIKLLKCVRESDPSDPNKDMVVQLIDDFKISGMNGIHVCMVFEVLGHHLLKWIIKSNYQGLPVRCVKSIIRQVLQGLDYLHSKCKIIHTDIKPENILMCVDDAYVRRMAAEATEWQKAGAPPPSGSAVSTAPQQKPIGKISKNKKKKLKKKQKRQAELLEKRLQEIEELEREAERKIL.... Result: 1 (interaction). (4) The miRNA is hsa-miR-4769-3p with sequence UCUGCCAUCCUCCCUCCCCUAC. Result: 0 (no interaction). The protein sequence of the target gene is MSSTESPGRTSDKSPRQQVDRLLLGLRWQRLEEPLGFIKVLQWLFAIFAFGSCGSYSGETGALVLCNNEAKDVSSIIVLFGYPFRLYQVQYEMPLCDQDSTSKTMNLMGDFSAPAEFFVTLGIFSFFYTMAALVIYLRFHKLYTENKRFPLVDFCVTVSFTFFWLVAAAAWGKGLTDVKGATRPSSLTAAMSVCHGEEAVCSAGATPSMGLANLSVLFGFINFFLWAGNCWFVFKETPWHGQGQDQGQGPSQESAAEQGAVEKQ. (5) Result: 0 (no interaction). The miRNA is mmu-miR-1929-5p with sequence UUCUAGGACUUUAUAGAGCAGAG. The protein sequence of the target gene is MEQPWPPPGPWSFPRTGGETEEESDLDVSPSSSHYSPVPDGGAQMYSHGIELACQKQKEFVKSSVACKWNLAEAQQKLGSLALHNSESLDQEHAKAQTAVSELRQREEEWRQKEEALVQRERMCLWNMDAISKDVFNKSFINQDKRKTEEEDKSQSFMQKYEQKIRHFGMLSRWDDSQRFLSDHPHLVCEETAKYLILWCFHLEAEQKGALMEQIAHQAVVMQFIMEMAKNCNVDPRGCFRLFFQKAKAEEEGYFEAFKNELEAFKSRVRLYAQSQSLQPVTVQNHVPHSGVGCIGSLES.... (6) The miRNA is mmu-miR-9-5p with sequence UCUUUGGUUAUCUAGCUGUAUGA. The protein sequence of the target gene is MGPPPGIGVYCRGGCGAARLLAWCFLLALSPHAPGSRGAEAVWTAYLNVSWRVPHTGVNRTVWELSEEGVYGQDSPLEPVSGVLVPPDGPGALNACNPHTNFTVPTVWGSTVQVSWLALIQRGGGCTFADKIHLASERGASGAVIFNFPGTRNEVIPMSHPGAGDIVAIMIGNLKGTKILQSIQRGIQVTMVIEVGKKHGPWVNHYSIFFVSVSFFIITAATVGYFIFYSARRLRNARAQSRKQRQLKADAKKAIGKLQLRTLKQGDKEIGPDGDSCAVCIELYKPNDLVRILTCNHIFH.... Result: 1 (interaction).